This data is from Forward reaction prediction with 1.9M reactions from USPTO patents (1976-2016). The task is: Predict the product of the given reaction. (1) The product is: [Br:48][CH2:25][CH2:24][CH2:23][CH2:22][CH2:21][C@@H:11]1[CH2:10][C:9]2[C@H:4]([CH2:5][CH2:6][C:7](=[O:27])[CH:8]=2)[C@@H:3]2[C@@H:12]1[C@H:13]1[C@@:17]([CH2:19][C@@H:2]2[F:1])([CH3:18])[C:16](=[O:20])[CH2:15][CH2:14]1. Given the reactants [F:1][C@H:2]1[CH2:19][C@@:17]2([CH3:18])[C@@H:13]([CH2:14][CH2:15][C:16]2=[O:20])[C@H:12]2[C@H:3]1[C@@H:4]1[C:9]([CH2:10][C@H:11]2[CH2:21][CH2:22][CH2:23][CH2:24][CH2:25]O)=[CH:8][C:7](=[O:27])[CH2:6][CH2:5]1.C1(P(C2C=CC=CC=2)C2C=CC=CC=2)C=CC=CC=1.C(Br)(Br)(Br)[Br:48], predict the reaction product. (2) Given the reactants Cl[C:2]1[C:7]([C:8]#[N:9])=[C:6]([Cl:10])[N:5]=[C:4]([S:11][CH3:12])[N:3]=1.[O:13]1[C:17]2[CH:18]=[CH:19][C:20]([NH2:22])=[CH:21][C:16]=2OC1.CN([CH:26]=[O:27])C, predict the reaction product. The product is: [O:13]1[C:17]2[CH:18]=[CH:19][C:20]([NH:22][C:2]3[C:7]([C:8]#[N:9])=[C:6]([Cl:10])[N:5]=[C:4]([S:11][CH3:12])[N:3]=3)=[CH:21][C:16]=2[CH2:26][O:27]1. (3) Given the reactants [C:1]1([CH:11]=[CH:12][C:13](O)=[O:14])[C:10]2[C:5](=[CH:6][CH:7]=[CH:8][CH:9]=2)[CH:4]=[CH:3][CH:2]=1.O1CCCC1.B.O.Cl, predict the reaction product. The product is: [C:1]1([CH2:11][CH2:12][CH2:13][OH:14])[C:10]2[C:5](=[CH:6][CH:7]=[CH:8][CH:9]=2)[CH:4]=[CH:3][CH:2]=1. (4) Given the reactants [F:1][C:2]([F:27])([F:26])[C:3]1[CH:8]=[CH:7][C:6]([C:9]2[N:14]=[CH:13][N:12]=[C:11]([O:15][C:16]3[C:21]4[N:22]=[C:23]([NH2:25])[S:24][C:20]=4[CH:19]=[CH:18][CH:17]=3)[CH:10]=2)=[CH:5][CH:4]=1.[CH3:28][S:29](Cl)(=[O:31])=[O:30].C(N(CC)CC)C, predict the reaction product. The product is: [F:27][C:2]([F:26])([F:1])[C:3]1[CH:8]=[CH:7][C:6]([C:9]2[N:14]=[CH:13][N:12]=[C:11]([O:15][C:16]3[C:21]4[N:22]=[C:23]([NH:25][S:29]([CH3:28])(=[O:31])=[O:30])[S:24][C:20]=4[CH:19]=[CH:18][CH:17]=3)[CH:10]=2)=[CH:5][CH:4]=1. (5) Given the reactants [F:1][C:2]1[CH:3]=[C:4]([CH:28]=[CH:29][C:30]=1[F:31])[CH2:5][N:6]1[C:11](=[O:12])[C:10]([CH2:13]OS(C)(=O)=O)=[CH:9][C:8]([C:19]2[CH:24]=[CH:23][C:22]([O:25][CH3:26])=[C:21]([F:27])[CH:20]=2)=[N:7]1.[CH3:32][N:33]1[CH2:38][CH2:37][NH:36][CH2:35][CH2:34]1, predict the reaction product. The product is: [F:1][C:2]1[CH:3]=[C:4]([CH:28]=[CH:29][C:30]=1[F:31])[CH2:5][N:6]1[C:11](=[O:12])[C:10]([CH2:13][N:36]2[CH2:37][CH2:38][N:33]([CH3:32])[CH2:34][CH2:35]2)=[CH:9][C:8]([C:19]2[CH:24]=[CH:23][C:22]([O:25][CH3:26])=[C:21]([F:27])[CH:20]=2)=[N:7]1. (6) Given the reactants [CH3:1][C:2]1[S:3][C:4]([NH:7][C:8](=[O:10])[CH3:9])=[CH:5][N:6]=1.[Br:11]Br, predict the reaction product. The product is: [Br:11][C:5]1[N:6]=[C:2]([CH3:1])[S:3][C:4]=1[NH:7][C:8](=[O:10])[CH3:9]. (7) The product is: [Cl:1][C:2]1[CH:7]=[C:6]([C:8]2[N:11]=[C:18]([CH3:19])[O:10][N:9]=2)[C:5]([CH3:12])=[CH:4][C:3]=1[CH2:13][C:14]([O:16][CH3:17])=[O:15]. Given the reactants [Cl:1][C:2]1[CH:7]=[C:6]([C:8](=[NH:11])[NH:9][OH:10])[C:5]([CH3:12])=[CH:4][C:3]=1[CH2:13][C:14]([O:16][CH3:17])=[O:15].[CH3:18][C:19](OC(C)=O)=O, predict the reaction product.